Predict the reactants needed to synthesize the given product. From a dataset of Full USPTO retrosynthesis dataset with 1.9M reactions from patents (1976-2016). (1) Given the product [Cl:25][C:5]1[C:4]2[C:9](=[CH:10][C:11]([O:12][CH2:13][CH2:14][O:15][CH3:16])=[C:2]([Cl:1])[CH:3]=2)[N:8]=[CH:7][C:6]=1[C:17]([O:19][CH2:20][CH3:21])=[O:18], predict the reactants needed to synthesize it. The reactants are: [Cl:1][C:2]1[CH:3]=[C:4]2[C:9](=[CH:10][C:11]=1[O:12][CH2:13][CH2:14][O:15][CH3:16])[N:8]=[CH:7][C:6]([C:17]([O:19][CH2:20][CH3:21])=[O:18])=[C:5]2O.S(Cl)([Cl:25])=O.C([O-])(O)=O.[Na+]. (2) Given the product [CH3:1][N:2]1[C:7](=[O:8])[CH:6]=[C:5]([N:9]2[CH2:10][CH2:11][O:12][CH2:13][CH2:14]2)[N:4]=[C:3]1[CH2:15][C:16]([N:24]1[C:25]2[C:30](=[CH:29][CH:28]=[CH:27][CH:26]=2)[CH:22]([CH3:21])[CH2:23]1)=[O:18], predict the reactants needed to synthesize it. The reactants are: [CH3:1][N:2]1[C:7](=[O:8])[CH:6]=[C:5]([N:9]2[CH2:14][CH2:13][O:12][CH2:11][CH2:10]2)[N:4]=[C:3]1[CH2:15][C:16]([O-:18])=O.[Na+].Cl.[CH3:21][CH:22]1[C:30]2[C:25](=[CH:26][CH:27]=[CH:28][CH:29]=2)[NH:24][CH2:23]1.Cl.CN(C)CCCN=C=NCC. (3) Given the product [Cl:8][C:6]1[CH:5]=[CH:4][C:27]([C:17]([CH:15]2[CH2:16][CH:14]2[C:12]#[N:13])=[O:18])=[C:26]([O:25][CH3:23])[CH:7]=1, predict the reactants needed to synthesize it. The reactants are: BrC1[CH:7]=[C:6]([Cl:8])[CH:5]=[CH:4]C=1OC.[Mg].[C:12]([CH:14]1[CH2:16][CH:15]1[C:17](N(OC)C)=[O:18])#[N:13].[CH2:23]([O:25][CH2:26][CH3:27])C. (4) Given the product [NH2:16][C:12]1[N:11]=[C:10]([N:7]2[C:6]3[CH:17]=[C:2]([C:33]#[C:32][C:30]([C:26]4[S:25][CH:29]=[CH:28][N:27]=4)([OH:34])[CH3:31])[C:3]([F:18])=[CH:4][C:5]=3[N:9]=[CH:8]2)[CH:15]=[CH:14][N:13]=1, predict the reactants needed to synthesize it. The reactants are: Br[C:2]1[C:3]([F:18])=[CH:4][C:5]2[N:9]=[CH:8][N:7]([C:10]3[CH:15]=[CH:14][N:13]=[C:12]([NH2:16])[N:11]=3)[C:6]=2[CH:17]=1.N1CCCCC1.[S:25]1[CH:29]=[CH:28][N:27]=[C:26]1[C:30]([OH:34])([C:32]#[CH:33])[CH3:31]. (5) Given the product [Cl:11][C:12]1[CH:18]=[CH:17][C:15]([NH:16][C:8]([C:3]2[C:2]([NH:1][CH2:19][C:27]3[CH:26]=[CH:25][CH:24]=[CH:23][CH:28]=3)=[CH:7][CH:6]=[CH:5][N:4]=2)=[O:10])=[CH:14][CH:13]=1, predict the reactants needed to synthesize it. The reactants are: [NH2:1][C:2]1[C:3]([C:8]([OH:10])=O)=[N:4][CH:5]=[CH:6][CH:7]=1.[Cl:11][C:12]1[CH:18]=[CH:17][C:15]([NH2:16])=[CH:14][CH:13]=1.[CH2:19](Cl)CCl.[CH:23]1[CH:24]=[CH:25][C:26]2N(O)N=N[C:27]=2[CH:28]=1. (6) Given the product [Cl:21][C:18]1[CH:19]=[CH:20][C:15]([CH:11]2[CH:10]=[CH:9][NH:8][CH2:13][CH2:12]2)=[CH:16][CH:17]=1, predict the reactants needed to synthesize it. The reactants are: C([N:8]1[CH2:13][CH2:12][C:11]([C:15]2[CH:20]=[CH:19][C:18]([Cl:21])=[CH:17][CH:16]=2)(C)[CH2:10][CH2:9]1)C1C=CC=CC=1.ClC(OC(Cl)=O)C. (7) Given the product [CH2:74]([O:27][C:26]([C:8]1[C:9]([CH3:25])=[C:10]2[C:5](=[CH:6][C:7]=1[CH3:29])[N:4]=[C:3]([CH2:2][O:1][C:38](=[O:66])[NH:39][CH2:40][CH2:46][OH:47])[N:12]([C:13]1[CH:18]=[CH:17][CH:16]=[CH:15][C:14]=1[S:19](=[O:22])(=[O:23])[NH:20][CH3:21])[C:11]2=[O:24])=[O:28])[CH2:71][CH3:72], predict the reactants needed to synthesize it. The reactants are: [OH:1][CH2:2][C:3]1[N:12]([C:13]2[CH:18]=[CH:17][CH:16]=[CH:15][C:14]=2[S:19](=[O:23])(=[O:22])[NH:20][CH3:21])[C:11](=[O:24])[C:10]2[C:5](=[CH:6][C:7]([CH3:29])=[C:8]([C:26]([OH:28])=[O:27])[C:9]=2[CH3:25])[N:4]=1.C(OC(C1C(C)=C2C(=CC=1C)N=[C:40]([CH2:46][O:47]CC1C=CC=CC=1)[N:39](C1C=CC=CC=1S(=O)(=O)NC)[C:38]2=[O:66])=O)C.C(O[CH2:71][CH3:72])C.Cl[CH2:74]Cl. (8) Given the product [Br:16][CH:12]([CH2:13][CH3:14])[C:11]([C:8]1[S:7][C:6]2[CH:5]=[CH:4][CH:3]=[C:2]([Cl:1])[C:10]=2[CH:9]=1)=[O:15], predict the reactants needed to synthesize it. The reactants are: [Cl:1][C:2]1[C:10]2[CH:9]=[C:8]([C:11](=[O:15])[CH2:12][CH2:13][CH3:14])[S:7][C:6]=2[CH:5]=[CH:4][CH:3]=1.[Br-:16].[Br-].[Br-].C1([N+](C)(C)C)C=CC=CC=1.C1([N+](C)(C)C)C=CC=CC=1.C1([N+](C)(C)C)C=CC=CC=1.